Dataset: Full USPTO retrosynthesis dataset with 1.9M reactions from patents (1976-2016). Task: Predict the reactants needed to synthesize the given product. (1) Given the product [Cl:56][C:2]([Cl:1])([Cl:57])[C:3]([O:6][C:7]([N:9]1[CH:14]2[C:15]([C:34](=[O:48])[N:35]([CH:45]3[CH2:47][CH2:46]3)[CH2:36][C:37]3[CH:42]=[CH:41][CH:40]=[C:39]([Cl:43])[C:38]=3[Cl:44])=[C:16]([C:18]3[O:22][N:21]=[C:20]([CH2:23][CH2:24][CH2:25][OH:26])[CH:19]=3)[CH2:17][CH:10]1[CH2:11][N:12]([C:49]([O:51][C:52]([CH3:55])([CH3:54])[CH3:53])=[O:50])[CH2:13]2)=[O:8])([CH3:4])[CH3:5], predict the reactants needed to synthesize it. The reactants are: [Cl:1][C:2]([Cl:57])([Cl:56])[C:3]([O:6][C:7]([N:9]1[CH:14]2[C:15]([C:34](=[O:48])[N:35]([CH:45]3[CH2:47][CH2:46]3)[CH2:36][C:37]3[CH:42]=[CH:41][CH:40]=[C:39]([Cl:43])[C:38]=3[Cl:44])=[C:16]([C:18]3[O:22][N:21]=[C:20]([CH2:23][CH2:24][CH2:25][O:26][Si](C(C)(C)C)(C)C)[CH:19]=3)[CH2:17][CH:10]1[CH2:11][N:12]([C:49]([O:51][C:52]([CH3:55])([CH3:54])[CH3:53])=[O:50])[CH2:13]2)=[O:8])([CH3:5])[CH3:4].CCCC[N+](CCCC)(CCCC)CCCC.[F-]. (2) Given the product [Cl:1][C:2]1[CH:7]=[CH:6][N:5]([C:8]2[C:15]([F:16])=[CH:14][CH:13]=[CH:12][C:9]=2[C:10]#[N:11])[C:4](=[O:17])[C:3]=1[CH:18]=[N:21][OH:22], predict the reactants needed to synthesize it. The reactants are: [Cl:1][C:2]1[CH:7]=[CH:6][N:5]([C:8]2[C:15]([F:16])=[CH:14][CH:13]=[CH:12][C:9]=2[C:10]#[N:11])[C:4](=[O:17])[C:3]=1[CH:18]=O.Cl.[NH2:21][OH:22].C([O-])(=O)C.[Na+].CO. (3) The reactants are: [NH2:1][C:2]1[N:6]([C:7]2[CH:12]=[CH:11][CH:10]=[CH:9][CH:8]=2)[N:5]=[CH:4][C:3]=1[C:13]#[N:14].C(N(CC)CC)C.[C:22](Cl)(=[O:31])[C:23]1[CH:28]=[CH:27][CH:26]=[C:25]([O:29][CH3:30])[CH:24]=1. Given the product [C:13]([C:3]1[CH:4]=[N:5][N:6]([C:7]2[CH:12]=[CH:11][CH:10]=[CH:9][CH:8]=2)[C:2]=1[NH:1][C:22](=[O:31])[C:23]1[CH:28]=[CH:27][CH:26]=[C:25]([O:29][CH3:30])[CH:24]=1)#[N:14], predict the reactants needed to synthesize it. (4) Given the product [OH:30][NH:29][C:21]([C:19]1[N:20]=[C:16]([CH:13]2[CH2:12][CH2:11][N:10]([C:8](=[O:9])[CH2:7][N:6]3[C:2]([CH3:1])=[CH:3][C:4]([C:24]([F:26])([F:25])[F:27])=[N:5]3)[CH2:15][CH2:14]2)[S:17][CH:18]=1)=[O:23], predict the reactants needed to synthesize it. The reactants are: [CH3:1][C:2]1[N:6]([CH2:7][C:8]([N:10]2[CH2:15][CH2:14][CH:13]([C:16]3[S:17][CH:18]=[C:19]([C:21]([OH:23])=O)[N:20]=3)[CH2:12][CH2:11]2)=[O:9])[N:5]=[C:4]([C:24]([F:27])([F:26])[F:25])[CH:3]=1.Cl.[NH2:29][OH:30]. (5) The reactants are: FC(F)(F)S(O[C:7]1[C:12]([N+:13]([O-:15])=[O:14])=[CH:11][C:10]([Cl:16])=[CH:9][C:8]=1[CH2:17][CH:18]=[CH2:19])(=O)=O.[C:22]1(B(O)O)[CH:27]=[CH:26][CH:25]=[CH:24][CH:23]=1. Given the product [CH2:17]([C:8]1[CH:9]=[C:10]([Cl:16])[CH:11]=[C:12]([N+:13]([O-:15])=[O:14])[C:7]=1[C:22]1[CH:27]=[CH:26][CH:25]=[CH:24][CH:23]=1)[CH:18]=[CH2:19], predict the reactants needed to synthesize it. (6) Given the product [S:1]1[CH2:6][CH2:5][CH:4]=[C:3]([C:7]([OH:9])=[O:8])[CH2:2]1, predict the reactants needed to synthesize it. The reactants are: [S:1]1[CH2:6][CH2:5][CH:4]=[C:3]([C:7]([O:9]C)=[O:8])[CH2:2]1.CO.[OH-].[Li+].Cl. (7) Given the product [F:8][C:9]1[CH:14]=[CH:13][CH:12]=[CH:11][C:10]=1[N:15]1[C:19]([O:20][CH3:1])=[CH:18][C:17]([C:21]([O:23][CH3:24])=[O:22])=[N:16]1, predict the reactants needed to synthesize it. The reactants are: [C:1](=O)([O-])[O-].[K+].[K+].O.[F:8][C:9]1[CH:14]=[CH:13][CH:12]=[CH:11][C:10]=1[N:15]1[C:19]([OH:20])=[CH:18][C:17]([C:21]([O:23][CH3:24])=[O:22])=[N:16]1.S(OC)(OC)(=O)=O.